This data is from Peptide-MHC class II binding affinity with 134,281 pairs from IEDB. The task is: Regression. Given a peptide amino acid sequence and an MHC pseudo amino acid sequence, predict their binding affinity value. This is MHC class II binding data. (1) The peptide sequence is IDEVVAAFREARLRH. The MHC is DRB4_0101 with pseudo-sequence DRB4_0103. The binding affinity (normalized) is 0.693. (2) The peptide sequence is AKGSRAIWYMWLGAR. The MHC is DRB1_1302 with pseudo-sequence DRB1_1302. The binding affinity (normalized) is 0.301. (3) The peptide sequence is APATPAAAGAEAGKA. The MHC is DRB4_0101 with pseudo-sequence DRB4_0103. The binding affinity (normalized) is 0.0363.